Dataset: Catalyst prediction with 721,799 reactions and 888 catalyst types from USPTO. Task: Predict which catalyst facilitates the given reaction. (1) Reactant: [CH3:1][C:2]1[C:7]([O:8][C:9]2[CH:14]=[CH:13][N:12]=[C:11]([NH:15][C:16]3[CH:21]=[CH:20][CH:19]=[C:18]([CH2:22][N:23]4[CH2:28][CH2:27][NH:26][CH2:25][CH2:24]4)[CH:17]=3)[CH:10]=2)=[CH:6][CH:5]=[C:4]([CH3:29])[N:3]=1.[N:30]1([C:35]2[C:40]([S:41](Cl)(=[O:43])=[O:42])=[CH:39][CH:38]=[CH:37][N:36]=2)[CH:34]=[N:33][CH:32]=[N:31]1.CCN(C(C)C)C(C)C. Product: [CH3:1][C:2]1[C:7]([O:8][C:9]2[CH:14]=[CH:13][N:12]=[C:11]([NH:15][C:16]3[CH:21]=[CH:20][CH:19]=[C:18]([CH2:22][N:23]4[CH2:28][CH2:27][N:26]([S:41]([C:40]5[C:35]([N:30]6[CH:34]=[N:33][CH:32]=[N:31]6)=[N:36][CH:37]=[CH:38][CH:39]=5)(=[O:43])=[O:42])[CH2:25][CH2:24]4)[CH:17]=3)[CH:10]=2)=[CH:6][CH:5]=[C:4]([CH3:29])[N:3]=1. The catalyst class is: 2. (2) Reactant: [O:1]([C:8]1[CH:13]=[CH:12][N:11]=[CH:10][C:9]=1[CH2:14][OH:15])[C:2]1[CH:7]=[CH:6][CH:5]=[CH:4][CH:3]=1. Product: [O:1]([C:8]1[C:9]([CH:14]=[O:15])=[CH:10][N:11]=[CH:12][CH:13]=1)[C:2]1[CH:3]=[CH:4][CH:5]=[CH:6][CH:7]=1. The catalyst class is: 725. (3) Reactant: [O:1]=[C:2]1[CH2:7][CH2:6][O:5][CH2:4][CH:3]1[S:8]([NH2:11])(=[O:10])=[O:9].[BH4-].[Na+].Cl. Product: [OH:1][CH:2]1[CH2:7][CH2:6][O:5][CH2:4][CH:3]1[S:8]([NH2:11])(=[O:10])=[O:9]. The catalyst class is: 1. (4) Reactant: [F:1][C:2]1[CH:7]=[CH:6][C:5]([C@@H:8]2[CH2:13][CH2:12][N:11]([C:14]([O:16][C:17]3[CH:22]=[CH:21][CH:20]=[CH:19][CH:18]=3)=[O:15])[CH2:10][C@H:9]2[CH2:23][OH:24])=[CH:4][CH:3]=1.[C:25]1(=[O:31])[O:30][C:28](=[O:29])[CH2:27][CH2:26]1. Product: [C:28]([CH2:27][CH2:26][C:25]([O:24][CH2:23][C@H:9]1[C@H:8]([C:5]2[CH:4]=[CH:3][C:2]([F:1])=[CH:7][CH:6]=2)[CH2:13][CH2:12][N:11]([C:14]([O:16][C:17]2[CH:18]=[CH:19][CH:20]=[CH:21][CH:22]=2)=[O:15])[CH2:10]1)=[O:31])([OH:30])=[O:29]. The catalyst class is: 272.